Dataset: Reaction yield outcomes from USPTO patents with 853,638 reactions. Task: Predict the reaction yield, written as a fraction of the theoretical maximum amount of product (1.0 means a 100% yield; for example, 0.34 means a 34% yield). (1) The reactants are [CH3:1][O:2][C:3]1[CH:10]=[CH:9][C:6]([CH2:7]Cl)=[CH:5][CH:4]=1.[Cl:11][SiH:12]([Cl:14])[Cl:13]. The catalyst is [Cl-].C([P+](CCCC)(CCCC)CCCC)CCC. The product is [CH3:1][O:2][C:3]1[CH:10]=[CH:9][C:6]([CH2:7][Si:12]([Cl:14])([Cl:13])[Cl:11])=[CH:5][CH:4]=1. The yield is 0.860. (2) The reactants are Cl[C:2]1[C:7]([C:8]([O:10][CH2:11][CH3:12])=[O:9])=[CH:6][N:5]=[C:4]([S:13][CH3:14])[N:3]=1.C([N:17](CC)CC)C.N. The catalyst is C1COCC1. The product is [NH2:17][C:2]1[C:7]([C:8]([O:10][CH2:11][CH3:12])=[O:9])=[CH:6][N:5]=[C:4]([S:13][CH3:14])[N:3]=1. The yield is 0.790. (3) The reactants are ON1C2C=CC=CC=2N=N1.C(N(CC)CC)C.[CH3:18][N:19]1[CH2:24][CH2:23][NH:22][CH2:21][CH2:20]1.[CH:25]([C:27]1[NH:28][C:29]2[CH2:30][CH2:31][CH2:32][CH2:33][C:34]=2[C:35]=1[CH2:36][CH2:37][C:38](O)=[O:39])=[O:26]. The catalyst is CN(C)C=O.CO.ClCCl. The product is [CH3:18][N:19]1[CH2:24][CH2:23][N:22]([C:38](=[O:39])[CH2:37][CH2:36][C:35]2[C:34]3[CH2:33][CH2:32][CH2:31][CH2:30][C:29]=3[NH:28][C:27]=2[CH:25]=[O:26])[CH2:21][CH2:20]1. The yield is 0.780.